Dataset: Catalyst prediction with 721,799 reactions and 888 catalyst types from USPTO. Task: Predict which catalyst facilitates the given reaction. Reactant: [I:1][C:2]1[CH:6]=[CH:5][NH:4][N:3]=1.[H-].[Na+].I[C:10]1[C:15]([C:16]([F:19])([F:18])[F:17])=[CH:14][N:13]=[C:12]([O:20][CH3:21])[CH:11]=1. Product: [I:1][C:2]1[CH:6]=[CH:5][N:4]([C:10]2[C:15]([C:16]([F:17])([F:18])[F:19])=[CH:14][N:13]=[C:12]([O:20][CH3:21])[CH:11]=2)[N:3]=1. The catalyst class is: 16.